From a dataset of Reaction yield outcomes from USPTO patents with 853,638 reactions. Predict the reaction yield, written as a fraction of the theoretical maximum amount of product (1.0 means a 100% yield; for example, 0.34 means a 34% yield). (1) The reactants are [Cl:1][C:2]1[C:10]([C:11]([C:14]#[N:15])([CH3:13])[CH3:12])=[CH:9][CH:8]=[CH:7][C:3]=1[C:4]([OH:6])=O.C(Cl)(=O)C(Cl)=O.CN(C)C=O.[NH2:27][C:28]1[CH:29]=[C:30]([CH:45]=[CH:46][CH:47]=1)[O:31][C:32]1[CH:44]=[CH:43][C:35]2[N:36]=[C:37]([NH:39][C:40](=[O:42])[CH3:41])[S:38][C:34]=2[CH:33]=1. The catalyst is O1CCCC1.C(OCC)(=O)C.O. The product is [C:40]([NH:39][C:37]1[S:38][C:34]2[CH:33]=[C:32]([O:31][C:30]3[CH:29]=[C:28]([NH:27][C:4](=[O:6])[C:3]4[CH:7]=[CH:8][CH:9]=[C:10]([C:11]([C:14]#[N:15])([CH3:13])[CH3:12])[C:2]=4[Cl:1])[CH:47]=[CH:46][CH:45]=3)[CH:44]=[CH:43][C:35]=2[N:36]=1)(=[O:42])[CH3:41]. The yield is 0.750. (2) The reactants are [CH2:1]([C:12]1[N:16]=[C:15]([C:17]2[CH:24]=[CH:23][C:20]([CH:21]=O)=[CH:19][CH:18]=2)[O:14][N:13]=1)[CH2:2][CH2:3][CH2:4][CH2:5][CH2:6][CH2:7][CH2:8][CH2:9][CH2:10][CH3:11].[CH3:25][C:26]([NH2:38])([C:28]1[CH:33]=[CH:32][C:31]([C:34]([F:37])([F:36])[F:35])=[CH:30][CH:29]=1)[CH3:27]. No catalyst specified. The product is [CH3:27][C:26]([NH:38][CH2:21][C:20]1[CH:23]=[CH:24][C:17]([C:15]2[O:14][N:13]=[C:12]([CH2:1][CH2:2][CH2:3][CH2:4][CH2:5][CH2:6][CH2:7][CH2:8][CH2:9][CH2:10][CH3:11])[N:16]=2)=[CH:18][CH:19]=1)([C:28]1[CH:33]=[CH:32][C:31]([C:34]([F:37])([F:35])[F:36])=[CH:30][CH:29]=1)[CH3:25]. The yield is 0.780. (3) The reactants are Br[C:2]1[CH:3]=[C:4]([CH3:11])[C:5]2[N:6]([CH:8]=[CH:9][N:10]=2)[CH:7]=1.[F:12][C:13]([F:24])([F:23])[C:14]1[CH:19]=[CH:18][C:17](B(O)O)=[CH:16][CH:15]=1.C([O-])([O-])=O.[Na+].[Na+]. The catalyst is COCCOC.O.C1C=CC([P]([Pd]([P](C2C=CC=CC=2)(C2C=CC=CC=2)C2C=CC=CC=2)([P](C2C=CC=CC=2)(C2C=CC=CC=2)C2C=CC=CC=2)[P](C2C=CC=CC=2)(C2C=CC=CC=2)C2C=CC=CC=2)(C2C=CC=CC=2)C2C=CC=CC=2)=CC=1. The product is [CH3:11][C:4]1[C:5]2[N:6]([CH:8]=[CH:9][N:10]=2)[CH:7]=[C:2]([C:17]2[CH:18]=[CH:19][C:14]([C:13]([F:24])([F:23])[F:12])=[CH:15][CH:16]=2)[CH:3]=1. The yield is 0.910. (4) The reactants are [F:1][C:2]1[CH:7]=[CH:6][C:5]([CH:8]([CH2:12][C:13]2[CH:18]=[CH:17][C:16]([F:19])=[CH:15][CH:14]=2)[C:9]([OH:11])=O)=[CH:4][CH:3]=1.[NH2:20][C:21]1[O:22][C:23]2[CH:29]=[CH:28][CH:27]=[CH:26][C:24]=2[N:25]=1.CCN=C=NCCCN(C)C.Cl.Cl. The catalyst is C(Cl)Cl.CN(C1C=CN=CC=1)C. The product is [O:22]1[C:23]2[CH:29]=[CH:28][CH:27]=[CH:26][C:24]=2[N:25]=[C:21]1[NH:20][C:9](=[O:11])[CH:8]([C:5]1[CH:4]=[CH:3][C:2]([F:1])=[CH:7][CH:6]=1)[CH2:12][C:13]1[CH:18]=[CH:17][C:16]([F:19])=[CH:15][CH:14]=1. The yield is 0.490. (5) The reactants are C[Al](C)C.[CH3:5][S:6][C:7]1[CH:8]=[CH:9][C:10]([NH2:13])=[N:11][CH:12]=1.[Si:14]([O:21][C@@H:22]([CH2:27][O:28][CH:29]([CH3:31])[CH3:30])[C:23](OC)=[O:24])([C:17]([CH3:20])([CH3:19])[CH3:18])([CH3:16])[CH3:15].C(O)(=O)CC(CC(O)=O)(C(O)=O)O. The catalyst is C1(C)C=CC=CC=1.O.CCOC(C)=O. The product is [Si:14]([O:21][C@@H:22]([CH2:27][O:28][CH:29]([CH3:31])[CH3:30])[C:23]([NH:13][C:10]1[CH:9]=[CH:8][C:7]([S:6][CH3:5])=[CH:12][N:11]=1)=[O:24])([C:17]([CH3:20])([CH3:19])[CH3:18])([CH3:16])[CH3:15]. The yield is 0.568. (6) The reactants are [N+:1]([C:4]1[CH:9]=[CH:8][C:7]([CH:10]([CH3:14])[C:11]([OH:13])=[O:12])=[CH:6][CH:5]=1)([O-:3])=[O:2].CN(C1C=CC=CN=1)C.[C:24](O)([CH3:27])([CH3:26])[CH3:25].Cl.C(N=C=NCCCN(C)C)C. The catalyst is C(Cl)Cl. The product is [N+:1]([C:4]1[CH:5]=[CH:6][C:7]([CH:10]([CH3:14])[C:11]([O:13][C:24]([CH3:27])([CH3:26])[CH3:25])=[O:12])=[CH:8][CH:9]=1)([O-:3])=[O:2]. The yield is 0.750. (7) The reactants are [N+:1]([C:4]1[CH:11]=[CH:10][CH:9]=[CH:8][C:5]=1[CH2:6][NH2:7])([O-:3])=[O:2].N[CH2:13][CH2:14][CH2:15][OH:16]. The catalyst is CN(C=O)C. The product is [N+:1]([C:4]1[CH:11]=[CH:10][CH:9]=[CH:8][C:5]=1[CH2:6][NH:7][CH2:13][CH2:14][CH2:15][OH:16])([O-:3])=[O:2]. The yield is 0.980. (8) The reactants are [F:1][C:2]1[CH:3]=[C:4]([C:9]([NH:31][S@@:32]([C:34]([CH3:37])([CH3:36])[CH3:35])=[O:33])([C:17]2[CH:22]=[C:21]([O:23][C:24]([F:29])([F:28])[CH:25]([F:27])[F:26])[CH:20]=[C:19]([F:30])[CH:18]=2)[CH2:10][C:11]2[CH:16]=[CH:15][CH:14]=[CH:13][CH:12]=2)[CH:5]=[CH:6][C:7]=1[OH:8].C([O-])([O-])=O.[K+].[K+].I[CH:45]([CH3:47])[CH3:46]. The catalyst is CN(C=O)C.CCOCC. The product is [F:1][C:2]1[CH:3]=[C:4]([C:9]([NH:31][S@@:32]([C:34]([CH3:37])([CH3:36])[CH3:35])=[O:33])([C:17]2[CH:22]=[C:21]([O:23][C:24]([F:28])([F:29])[CH:25]([F:26])[F:27])[CH:20]=[C:19]([F:30])[CH:18]=2)[CH2:10][C:11]2[CH:12]=[CH:13][CH:14]=[CH:15][CH:16]=2)[CH:5]=[CH:6][C:7]=1[O:8][CH:45]([CH3:47])[CH3:46]. The yield is 1.00.